Dataset: Reaction yield outcomes from USPTO patents with 853,638 reactions. Task: Predict the reaction yield, written as a fraction of the theoretical maximum amount of product (1.0 means a 100% yield; for example, 0.34 means a 34% yield). (1) The reactants are [CH:1]1([N:7]([CH:18]2[CH2:23][CH2:22][CH2:21][CH2:20][CH2:19]2)[C:8]([NH:10][C:11]2[S:12][C:13]([CH:16]=O)=[CH:14][N:15]=2)=[O:9])[CH2:6][CH2:5][CH2:4][CH2:3][CH2:2]1.Cl.[CH3:25][N:26]([CH3:36])[S:27]([N:30]1[CH2:35][CH2:34][NH:33][CH2:32][CH2:31]1)(=[O:29])=[O:28].C(O[BH-](OC(=O)C)OC(=O)C)(=O)C.[Na+]. No catalyst specified. The product is [CH3:25][N:26]([CH3:36])[S:27]([N:30]1[CH2:35][CH2:34][N:33]([CH2:16][C:13]2[S:12][C:11]([NH:10][C:8]([N:7]([CH:18]3[CH2:23][CH2:22][CH2:21][CH2:20][CH2:19]3)[CH:1]3[CH2:6][CH2:5][CH2:4][CH2:3][CH2:2]3)=[O:9])=[N:15][CH:14]=2)[CH2:32][CH2:31]1)(=[O:28])=[O:29]. The yield is 0.420. (2) The reactants are Cl.[CH2:2]([O:4][C:5]1[CH:10]=[CH:9][C:8]([NH:11]N)=[C:7]([N+:13]([O-:15])=[O:14])[CH:6]=1)[CH3:3].[C:16]([C:19]1[CH:24]=[CH:23][CH:22]=[CH:21][N:20]=1)(=O)[CH3:17]. No catalyst specified. The product is [CH2:2]([O:4][C:5]1[CH:10]=[C:9]2[C:8](=[C:7]([N+:13]([O-:15])=[O:14])[CH:6]=1)[NH:11][C:16]([C:19]1[CH:24]=[CH:23][CH:22]=[CH:21][N:20]=1)=[CH:17]2)[CH3:3]. The yield is 0.0800. (3) The reactants are C[O:2][C:3](=[O:21])[C:4]1[CH:9]=[C:8]([C:10](=[O:12])[CH3:11])[CH:7]=[CH:6][C:5]=1[O:13][CH2:14][C:15]1[CH:20]=[CH:19][CH:18]=[CH:17][CH:16]=1.[OH-].[Na+]. The catalyst is CO.O1CCCC1. The product is [C:10]([C:8]1[CH:7]=[CH:6][C:5]([O:13][CH2:14][C:15]2[CH:20]=[CH:19][CH:18]=[CH:17][CH:16]=2)=[C:4]([CH:9]=1)[C:3]([OH:21])=[O:2])(=[O:12])[CH3:11]. The yield is 0.910. (4) The reactants are [CH3:1][O:2][C:3](=[O:15])[C:4]1[C:5](=[C:10](I)[CH:11]=[CH:12][CH:13]=1)[C:6]([O:8][CH3:9])=[O:7].[C:16]([C:20]1[CH:26]=[CH:25][C:23]([NH2:24])=[CH:22][CH:21]=1)([CH3:19])([CH3:18])[CH3:17].C1C=CC(P(C2C(C3C(P(C4C=CC=CC=4)C4C=CC=CC=4)=CC=C4C=3C=CC=C4)=C3C(C=CC=C3)=CC=2)C2C=CC=CC=2)=CC=1.C(=O)([O-])[O-].[Cs+].[Cs+]. The catalyst is C1(C)C=CC=CC=1.C(Cl)Cl.C1C=CC(/C=C/C(/C=C/C2C=CC=CC=2)=O)=CC=1.C1C=CC(/C=C/C(/C=C/C2C=CC=CC=2)=O)=CC=1.C1C=CC(/C=C/C(/C=C/C2C=CC=CC=2)=O)=CC=1.[Pd].[Pd]. The product is [CH3:1][O:2][C:3](=[O:15])[C:4]1[C:5](=[C:10]([NH:24][C:23]2[CH:25]=[CH:26][C:20]([C:16]([CH3:19])([CH3:18])[CH3:17])=[CH:21][CH:22]=2)[CH:11]=[CH:12][CH:13]=1)[C:6]([O:8][CH3:9])=[O:7]. The yield is 0.740. (5) The reactants are [F:1][C:2]1[C:3]([C:8]2[CH:13]=[CH:12][CH:11]=[CH:10][C:9]=2[NH:14][C:15](=[O:20])[C:16]([CH3:19])([CH3:18])[CH3:17])=[N:4][CH:5]=[CH:6][CH:7]=1.[Br:21]Br. The catalyst is C(O)(=O)C.[O-]S([O-])(=S)=O.[Na+].[Na+]. The product is [Br:21][C:12]1[CH:11]=[CH:10][C:9]([NH:14][C:15](=[O:20])[C:16]([CH3:17])([CH3:19])[CH3:18])=[C:8]([C:3]2[C:2]([F:1])=[CH:7][CH:6]=[CH:5][N:4]=2)[CH:13]=1. The yield is 0.720. (6) The reactants are [C:1]1([C:7]2[C:11]3[CH2:12][C:13]4[S:14][CH:15]=[CH:16][C:17]=4[C:10]=3[NH:9][N:8]=2)[CH:6]=[CH:5][CH:4]=[CH:3][CH:2]=1.[Br:18]Br. The catalyst is C(O)(=O)C. The product is [Br:18][C:16]1[C:17]2[C:10]3[NH:9][N:8]=[C:7]([C:1]4[CH:2]=[CH:3][CH:4]=[CH:5][CH:6]=4)[C:11]=3[CH2:12][C:13]=2[S:14][CH:15]=1. The yield is 0.880.